This data is from HIV replication inhibition screening data with 41,000+ compounds from the AIDS Antiviral Screen. The task is: Binary Classification. Given a drug SMILES string, predict its activity (active/inactive) in a high-throughput screening assay against a specified biological target. (1) The drug is OCC1OC(n2ccc3c(O)nccc32)CC1O. The result is 0 (inactive). (2) The compound is O=C(CN1CCCCC1)OCOP(=O)(OCOC(=O)CN1CCCCC1)OCC1CCC(n2ccc(=O)[nH]c2=O)O1. The result is 0 (inactive). (3) The drug is Cc1cccc(C(C)C)c1NC(=O)C(Cc1c([N+](=O)[O-])cccc1[N+](=O)[O-])=NNC(=O)CC#N. The result is 0 (inactive).